Dataset: Reaction yield outcomes from USPTO patents with 853,638 reactions. Task: Predict the reaction yield, written as a fraction of the theoretical maximum amount of product (1.0 means a 100% yield; for example, 0.34 means a 34% yield). The reactants are [C:1]([C:5]1[CH:6]=[C:7]([CH:15]=[C:16](I)[CH:17]=1)[CH2:8][N:9]1[CH2:14][CH2:13][O:12][CH2:11][CH2:10]1)([CH3:4])([CH3:3])[CH3:2].C(=[NH:32])(C1C=CC=CC=1)C1C=CC=CC=1.CC(C)([O-])C.[Na+].Cl.[OH-].[Na+].[Cl-].[Na+]. The catalyst is C(OCC)(=O)C.C1C=CC(P(C2C(C3C(P(C4C=CC=CC=4)C4C=CC=CC=4)=CC=C4C=3C=CC=C4)=C3C(C=CC=C3)=CC=2)C2C=CC=CC=2)=CC=1.O.C1COCC1. The product is [C:1]([C:5]1[CH:17]=[C:16]([NH2:32])[CH:15]=[C:7]([CH2:8][N:9]2[CH2:14][CH2:13][O:12][CH2:11][CH2:10]2)[CH:6]=1)([CH3:4])([CH3:3])[CH3:2]. The yield is 0.830.